Dataset: Forward reaction prediction with 1.9M reactions from USPTO patents (1976-2016). Task: Predict the product of the given reaction. (1) The product is: [C:1]([O:5][C:6]([CH:24]([NH2:21])[C@H:25]1[CH2:36][CH2:35][C@H:34]([C:38]([NH2:32])=[O:37])[CH2:31][CH2:30]1)=[O:7])([CH3:4])([CH3:3])[CH3:2]. Given the reactants [C:1]([O:5][C:6](NC[C@H]1CC[C@H](C(O)=O)CC1)=[O:7])([CH3:4])([CH3:3])[CH3:2].C([N:21]([CH2:24][CH3:25])CC)C.ClC(O[CH2:30][CH3:31])=O.[NH4+:32].[OH-].[CH2:34]1[CH2:38][O:37][CH2:36][CH2:35]1, predict the reaction product. (2) Given the reactants [NH:1]1[C:9]2[C:4](=[CH:5][C:6]([S:10]([N:13]3[CH2:18][CH2:17][N:16]([C:19]([O:21][C:22]([CH3:25])([CH3:24])[CH3:23])=[O:20])[CH2:15][CH2:14]3)(=[O:12])=[O:11])=[CH:7][CH:8]=2)[CH2:3][CH2:2]1.[C:26](O[C:26]([O:28][C:29]([CH3:32])([CH3:31])[CH3:30])=[O:27])([O:28][C:29]([CH3:32])([CH3:31])[CH3:30])=[O:27], predict the reaction product. The product is: [C:29]([O:28][C:26]([N:1]1[C:9]2[C:4](=[CH:5][C:6]([S:10]([N:13]3[CH2:14][CH2:15][N:16]([C:19]([O:21][C:22]([CH3:25])([CH3:24])[CH3:23])=[O:20])[CH2:17][CH2:18]3)(=[O:12])=[O:11])=[CH:7][CH:8]=2)[CH:3]=[CH:2]1)=[O:27])([CH3:32])([CH3:31])[CH3:30]. (3) Given the reactants [OH-].[K+].S(O)(O)(=O)=O.[CH3:8][S:9][C:10](=[NH:12])[NH2:11].C([O:15][C:16](=O)[C:17](=[CH:20]OCC)[C:18]#[N:19])C.O=P12OP3(OP(OP(O3)(O1)=O)(=O)O2)=O, predict the reaction product. The product is: [OH:15][C:16]1[C:17]([C:18]#[N:19])=[CH:20][N:11]=[C:10]([S:9][CH3:8])[N:12]=1. (4) Given the reactants [CH3:1][C@H:2]1[CH2:6][CH2:5][CH2:4][N:3]1[CH2:7][C@H:8]1[CH2:12][CH2:11][N:10]([C:13]2[CH:18]=[CH:17][C:16]([N+:19]([O-])=O)=[C:15]([CH3:22])[CH:14]=2)[CH2:9]1, predict the reaction product. The product is: [CH3:22][C:15]1[CH:14]=[C:13]([N:10]2[CH2:11][CH2:12][C@H:8]([CH2:7][N:3]3[CH2:4][CH2:5][CH2:6][C@@H:2]3[CH3:1])[CH2:9]2)[CH:18]=[CH:17][C:16]=1[NH2:19]. (5) Given the reactants [C:1]([C:5]1[CH:6]=[C:7]([C:25]2[CH:26]=[N:27][C:28]([C:31]([F:34])([F:33])[F:32])=[CH:29][CH:30]=2)[C:8]([OH:24])=[C:9]([CH:23]=1)[CH2:10][NH:11][CH:12]([CH3:22])[CH2:13][NH:14]C(=O)OC(C)(C)C)([CH3:4])([CH3:3])[CH3:2].FC(F)(F)C(O)=O.C(Cl)[Cl:43], predict the reaction product. The product is: [ClH:43].[ClH:43].[NH2:14][CH2:13][CH:12]([NH:11][CH2:10][C:9]1[CH:23]=[C:5]([C:1]([CH3:3])([CH3:4])[CH3:2])[CH:6]=[C:7]([C:25]2[CH:26]=[N:27][C:28]([C:31]([F:32])([F:33])[F:34])=[CH:29][CH:30]=2)[C:8]=1[OH:24])[CH3:22].